From a dataset of Full USPTO retrosynthesis dataset with 1.9M reactions from patents (1976-2016). Predict the reactants needed to synthesize the given product. (1) Given the product [O:19]1[C:24]2[CH:25]=[CH:26][CH:27]=[C:28]([N:29]3[CH2:34][CH2:33][N:32]([CH2:2][CH2:3][CH2:4][CH2:5][C:6]4([CH2:17][CH3:18])[C:14]5[C:9](=[CH:10][C:11]([F:15])=[CH:12][CH:13]=5)[NH:8][C:7]4=[O:16])[CH2:31][CH2:30]3)[C:23]=2[O:22][CH2:21][CH2:20]1, predict the reactants needed to synthesize it. The reactants are: Cl[CH2:2][CH2:3][CH2:4][CH2:5][C:6]1([CH2:17][CH3:18])[C:14]2[C:9](=[CH:10][C:11]([F:15])=[CH:12][CH:13]=2)[NH:8][C:7]1=[O:16].[O:19]1[C:24]2[CH:25]=[CH:26][CH:27]=[C:28]([N:29]3[CH2:34][CH2:33][NH:32][CH2:31][CH2:30]3)[C:23]=2[O:22][CH2:21][CH2:20]1. (2) Given the product [F:1][C:2]1[CH:3]=[CH:4][C:5]([N:8]2[C:11](=[O:12])[C@H:10]([S:13][CH2:14][CH:15]([C:17]3[CH:18]=[CH:19][C:20]([F:23])=[CH:21][CH:22]=3)[OH:16])[C@H:9]2[C:24]2[CH:25]=[CH:26][C:27]([O:28][CH2:29][C:30]([NH:32][CH2:33][C:34]([NH:71][C@@:70]([C:73]([OH:75])=[O:74])([CH3:72])[CH:69]([CH3:76])[CH3:68])=[O:35])=[O:31])=[CH:37][CH:38]=2)=[CH:6][CH:7]=1, predict the reactants needed to synthesize it. The reactants are: [F:1][C:2]1[CH:7]=[CH:6][C:5]([N:8]2[C:11](=[O:12])[C@H:10]([S:13][CH2:14][C:15]([C:17]3[CH:22]=[CH:21][C:20]([F:23])=[CH:19][CH:18]=3)=[O:16])[C@H:9]2[C:24]2[CH:38]=[CH:37][C:27]([O:28][CH2:29][C:30]([NH:32][CH2:33][C:34](O)=[O:35])=[O:31])=[CH:26][CH:25]=2)=[CH:4][CH:3]=1.CN1CCOCC1.CN(C(ON1N=NC2C=CC=CC1=2)=[N+](C)C)C.[B-](F)(F)(F)F.[CH3:68][CH:69]([CH3:76])[C@:70]([C:73]([OH:75])=[O:74])([CH3:72])[NH2:71].[BH4-].[Na+].